This data is from Peptide-MHC class II binding affinity with 134,281 pairs from IEDB. The task is: Regression. Given a peptide amino acid sequence and an MHC pseudo amino acid sequence, predict their binding affinity value. This is MHC class II binding data. The peptide sequence is FSTGLIIQGLKLMNS. The MHC is DRB1_0401 with pseudo-sequence DRB1_0401. The binding affinity (normalized) is 0.394.